Dataset: Orexin1 receptor HTS with 218,158 compounds and 233 confirmed actives. Task: Binary Classification. Given a drug SMILES string, predict its activity (active/inactive) in a high-throughput screening assay against a specified biological target. (1) The molecule is S(c1n(c2c(n(c(=O)n(c2=O)C)C)n1)Cc1c(F)cccc1)CC(OCC)=O. The result is 0 (inactive). (2) The compound is O(c1c(C(NC(=O)c2occc2)C)cc(OC)cc1)C. The result is 0 (inactive). (3) The drug is S(CC(=O)N1CCN(CC1)C(OCC)=O)Cc1nc(oc1C)c1c(F)cccc1. The result is 0 (inactive). (4) The result is 0 (inactive). The drug is O=C1c2nc3c(nc2c2c1cccc2)cc(cc3)C. (5) The compound is Fc1c(C(=O)NC(C(C)C)C(OCC(=O)NC(=O)NC2CCCC2)=O)c(F)ccc1. The result is 0 (inactive).